This data is from Peptide-MHC class I binding affinity with 185,985 pairs from IEDB/IMGT. The task is: Regression. Given a peptide amino acid sequence and an MHC pseudo amino acid sequence, predict their binding affinity value. This is MHC class I binding data. The MHC is HLA-A02:11 with pseudo-sequence HLA-A02:11. The peptide sequence is RVITAPPYY. The binding affinity (normalized) is 0.0847.